The task is: Predict the reactants needed to synthesize the given product.. This data is from Full USPTO retrosynthesis dataset with 1.9M reactions from patents (1976-2016). (1) Given the product [CH3:1][O:2][C:3]1[CH:4]=[CH:5][C:6]([S:9]([N:12]2[CH2:13][CH2:14][N:15]([C:18]3[S:20][CH:27]=[C:28]([CH2:29][C:30]4[CH:35]=[CH:34][CH:33]=[C:32]([CH3:36])[CH:31]=4)[N:19]=3)[CH2:16][CH2:17]2)(=[O:10])=[O:11])=[CH:7][CH:8]=1, predict the reactants needed to synthesize it. The reactants are: [CH3:1][O:2][C:3]1[CH:8]=[CH:7][C:6]([S:9]([N:12]2[CH2:17][CH2:16][N:15]([C:18](=[S:20])[NH2:19])[CH2:14][CH2:13]2)(=[O:11])=[O:10])=[CH:5][CH:4]=1.C([O-])(O)=O.[Na+].Cl[CH2:27][C:28](=O)[CH2:29][C:30]1[CH:31]=[C:32]([CH3:36])[CH:33]=[CH:34][CH:35]=1.N. (2) Given the product [CH2:20]([O:1][C:2]1[CH:11]=[C:10]2[C:5]([CH:6]=[CH:7][C:8]([NH:12][C:13](=[O:19])[O:14][C:15]([CH3:16])([CH3:18])[CH3:17])=[CH:9]2)=[CH:4][CH:3]=1)[CH3:21], predict the reactants needed to synthesize it. The reactants are: [OH:1][C:2]1[CH:11]=[C:10]2[C:5]([CH:6]=[CH:7][C:8]([NH:12][C:13](=[O:19])[O:14][C:15]([CH3:18])([CH3:17])[CH3:16])=[CH:9]2)=[CH:4][CH:3]=1.[CH2:20](I)[CH3:21].C(=O)([O-])[O-].[K+].[K+]. (3) The reactants are: [Cl:1][C:2]1[CH:10]=[CH:9][CH:8]=[C:7]2[C:3]=1[C:4]([C:15]([OH:17])=O)=[CH:5][N:6]2[CH:11]1[CH2:14][O:13][CH2:12]1.Cl.[CH:19]1([CH:25]([NH2:31])[C:26]2[S:27][CH:28]=[CH:29][CH:30]=2)[CH2:24][CH2:23][CH2:22][CH2:21][CH2:20]1. Given the product [CH:19]1([CH:25]([NH:31][C:15]([C:4]2[C:3]3[C:7](=[CH:8][CH:9]=[CH:10][C:2]=3[Cl:1])[N:6]([CH:11]3[CH2:12][O:13][CH2:14]3)[CH:5]=2)=[O:17])[C:26]2[S:27][CH:28]=[CH:29][CH:30]=2)[CH2:20][CH2:21][CH2:22][CH2:23][CH2:24]1, predict the reactants needed to synthesize it. (4) Given the product [CH3:1][O:2][C:3](=[O:11])[CH2:4][C:5]1[S:9][C:8]([NH:10][C:12]([O:14][C:15]([CH3:18])([CH3:17])[CH3:16])=[O:13])=[N:7][CH:6]=1, predict the reactants needed to synthesize it. The reactants are: [CH3:1][O:2][C:3](=[O:11])[CH2:4][C:5]1[S:9][C:8]([NH2:10])=[N:7][CH:6]=1.[C:12](O[C:12]([O:14][C:15]([CH3:18])([CH3:17])[CH3:16])=[O:13])([O:14][C:15]([CH3:18])([CH3:17])[CH3:16])=[O:13].